Task: Predict the reactants needed to synthesize the given product.. Dataset: Full USPTO retrosynthesis dataset with 1.9M reactions from patents (1976-2016) The reactants are: [C:1]([C:3]1[CH:4]=[C:5]([CH:10]=[CH:11][C:12]=1[CH:13]1[CH2:18][CH2:17][CH2:16][CH2:15][CH2:14]1)[C:6](OC)=[O:7])#[N:2].[BH4-].[Li+].O1CCCC1. Given the product [CH:13]1([C:12]2[CH:11]=[CH:10][C:5]([CH2:6][OH:7])=[CH:4][C:3]=2[C:1]#[N:2])[CH2:14][CH2:15][CH2:16][CH2:17][CH2:18]1, predict the reactants needed to synthesize it.